This data is from Merck oncology drug combination screen with 23,052 pairs across 39 cell lines. The task is: Regression. Given two drug SMILES strings and cell line genomic features, predict the synergy score measuring deviation from expected non-interaction effect. (1) Drug 1: O=C(NOCC(O)CO)c1ccc(F)c(F)c1Nc1ccc(I)cc1F. Drug 2: COC1CC2CCC(C)C(O)(O2)C(=O)C(=O)N2CCCCC2C(=O)OC(C(C)CC2CCC(OP(C)(C)=O)C(OC)C2)CC(=O)C(C)C=C(C)C(O)C(OC)C(=O)C(C)CC(C)C=CC=CC=C1C. Cell line: T47D. Synergy scores: synergy=12.7. (2) Drug 1: CN1C(=O)C=CC2(C)C3CCC4(C)C(NC(=O)OCC(F)(F)F)CCC4C3CCC12. Drug 2: COC1=C2CC(C)CC(OC)C(O)C(C)C=C(C)C(OC(N)=O)C(OC)C=CC=C(C)C(=O)NC(=CC1=O)C2=O. Cell line: SKOV3. Synergy scores: synergy=-14.1. (3) Drug 1: CC(=O)OC1C(=O)C2(C)C(O)CC3OCC3(OC(C)=O)C2C(OC(=O)c2ccccc2)C2(O)CC(OC(=O)C(O)C(NC(=O)c3ccccc3)c3ccccc3)C(C)=C1C2(C)C. Drug 2: Cc1nc(Nc2ncc(C(=O)Nc3c(C)cccc3Cl)s2)cc(N2CCN(CCO)CC2)n1. Cell line: ZR751. Synergy scores: synergy=27.3. (4) Drug 1: Cn1nnc2c(C(N)=O)ncn2c1=O. Drug 2: CS(=O)(=O)CCNCc1ccc(-c2ccc3ncnc(Nc4ccc(OCc5cccc(F)c5)c(Cl)c4)c3c2)o1. Cell line: PA1. Synergy scores: synergy=23.7. (5) Drug 1: NC1CCCCC1N.O=C(O)C(=O)O.[Pt+2]. Drug 2: CCc1cnn2c(NCc3ccc[n+]([O-])c3)cc(N3CCCCC3CCO)nc12. Cell line: ES2. Synergy scores: synergy=0.261. (6) Drug 2: CC1(c2nc3c(C(N)=O)cccc3[nH]2)CCCN1. Drug 1: CCC1(O)CC2CN(CCc3c([nH]c4ccccc34)C(C(=O)OC)(c3cc4c(cc3OC)N(C)C3C(O)(C(=O)OC)C(OC(C)=O)C5(CC)C=CCN6CCC43C65)C2)C1. Cell line: SKMES1. Synergy scores: synergy=-0.486. (7) Drug 1: N.N.O=C(O)C1(C(=O)O)CCC1.[Pt]. Drug 2: O=C(CCCCCCC(=O)Nc1ccccc1)NO. Cell line: SKOV3. Synergy scores: synergy=5.33.